This data is from Full USPTO retrosynthesis dataset with 1.9M reactions from patents (1976-2016). The task is: Predict the reactants needed to synthesize the given product. (1) Given the product [O:33]1[C:51]2[C:52](=[CH:6][C:2]([OH:3])=[CH:49][CH:50]=2)[CH2:27][CH2:28][CH2:29]1, predict the reactants needed to synthesize it. The reactants are: [Br-].[C:2]([CH2:6][P+](C1C=CC=CC=1)(C1C=CC=CC=1)C1C=CC=CC=1)(OC)=[O:3].[Li][CH2:27][CH2:28][CH2:29]C.Cl.[SiH3][O:33][SiH3].[F-].[CH2:49]([N+]([CH2:49][CH2:50][CH2:51][CH3:52])([CH2:49][CH2:50][CH2:51][CH3:52])[CH2:49][CH2:50][CH2:51][CH3:52])[CH2:50][CH2:51][CH3:52]. (2) Given the product [I:12][C:9]1[CH:10]=[CH:11][C:6]([O:5][CH2:4][CH2:3][CH2:2][N:13]2[CH2:18][CH2:17][CH2:16][CH2:15][CH2:14]2)=[CH:7][CH:8]=1, predict the reactants needed to synthesize it. The reactants are: Cl[CH2:2][CH2:3][CH2:4][O:5][C:6]1[CH:11]=[CH:10][C:9]([I:12])=[CH:8][CH:7]=1.[NH:13]1[CH2:18][CH2:17][CH2:16][CH2:15][CH2:14]1. (3) Given the product [C:21]([C:18]1[CH:19]=[CH:20][C:15]([C:14]([NH:13][CH:8]([C:5]2[CH:6]=[CH:7][C:2]([B:34]3[O:35][C:36]([CH3:38])([CH3:37])[C:32]([CH3:48])([CH3:31])[O:33]3)=[CH:3][CH:4]=2)[C:9]([O:11][CH3:12])=[O:10])=[O:25])=[CH:16][CH:17]=1)([CH3:24])([CH3:23])[CH3:22], predict the reactants needed to synthesize it. The reactants are: Br[C:2]1[CH:7]=[CH:6][C:5]([CH:8]([NH:13][C:14](=[O:25])[C:15]2[CH:20]=[CH:19][C:18]([C:21]([CH3:24])([CH3:23])[CH3:22])=[CH:17][CH:16]=2)[C:9]([O:11][CH3:12])=[O:10])=[CH:4][CH:3]=1.CC([O-])=O.[K+].[CH3:31][C:32]1([CH3:48])[C:36]([CH3:38])([CH3:37])[O:35][B:34]([B:34]2[O:35][C:36]([CH3:38])([CH3:37])[C:32]([CH3:48])([CH3:31])[O:33]2)[O:33]1. (4) Given the product [Cl:1][C:2]1[CH:3]=[N:4][CH:5]=[C:6]([Cl:9])[C:7]=1[CH2:8][C:12]([C:14]1[C:29]2[O:28][CH2:27][C:21]3([CH2:26][O:25][CH2:24][O:23][CH2:22]3)[CH2:20][O:19][C:18]=2[C:17]([O:30][CH3:31])=[CH:16][CH:15]=1)=[O:11], predict the reactants needed to synthesize it. The reactants are: [Cl:1][C:2]1[CH:3]=[N:4][CH:5]=[C:6]([Cl:9])[C:7]=1[CH3:8].C[O:11][C:12]([C:14]1[C:29]2[O:28][CH2:27][C:21]3([CH2:26][O:25][CH2:24][O:23][CH2:22]3)[CH2:20][O:19][C:18]=2[C:17]([O:30][CH3:31])=[CH:16][CH:15]=1)=O.[Li+].C[Si]([N-][Si](C)(C)C)(C)C. (5) The reactants are: [BH-](OC(C)=O)(OC(C)=O)OC(C)=O.[Na+].[NH:15]1[CH2:19][CH2:18][CH2:17][CH2:16]1.Cl[C:21]1[CH:22]=[C:23]([CH:26]=[CH:27][C:28]=1[OH:29])[CH:24]=O.[ClH:30]. Given the product [Cl:30][C:22]1[CH:21]=[C:28]([OH:29])[CH:27]=[CH:26][C:23]=1[CH2:24][N:15]1[CH2:19][CH2:18][CH2:17][CH2:16]1, predict the reactants needed to synthesize it.